Dataset: Full USPTO retrosynthesis dataset with 1.9M reactions from patents (1976-2016). Task: Predict the reactants needed to synthesize the given product. Given the product [F:9][C:6]([F:7])([F:8])[C:4]([NH:11][C@H:12]([C:18]([OH:20])=[O:19])[CH2:13][CH2:14][CH2:15][CH2:16][NH2:17])=[O:5], predict the reactants needed to synthesize it. The reactants are: C(S[C:4]([C:6]([F:9])([F:8])[F:7])=[O:5])C.Cl.[NH2:11][C@H:12]([C:18]([OH:20])=[O:19])[CH2:13][CH2:14][CH2:15][CH2:16][NH2:17].[OH-].[Na+].